This data is from Catalyst prediction with 721,799 reactions and 888 catalyst types from USPTO. The task is: Predict which catalyst facilitates the given reaction. (1) Reactant: [CH3:1][C:2]1[S:6][C:5]([C:7]([OH:9])=O)=[CH:4][C:3]=1[C:10]1[N:14]([CH3:15])[N:13]=[CH:12][CH:11]=1.[NH2:16][C@@H:17]([CH2:30][C:31]1[CH:36]=[CH:35][CH:34]=[C:33]([F:37])[CH:32]=1)[CH2:18][N:19]1[C:27](=[O:28])[C:26]2[C:21](=[CH:22][CH:23]=[CH:24][CH:25]=2)[C:20]1=[O:29].CC(OC(N[C@H](C(O)=O)CC1C=CC=CC=1C(F)(F)F)=O)(C)C.C1CN([P+](Br)(N2CCCC2)N2CCCC2)CC1.F[P-](F)(F)(F)(F)F.CCN(C(C)C)C(C)C. Product: [O:29]=[C:20]1[C:21]2[C:26](=[CH:25][CH:24]=[CH:23][CH:22]=2)[C:27](=[O:28])[N:19]1[CH2:18][C@@H:17]([NH:16][C:7]([C:5]1[S:6][C:2]([CH3:1])=[C:3]([C:10]2[N:14]([CH3:15])[N:13]=[CH:12][CH:11]=2)[CH:4]=1)=[O:9])[CH2:30][C:31]1[CH:36]=[CH:35][CH:34]=[C:33]([F:37])[CH:32]=1. The catalyst class is: 22. (2) Reactant: C([Li])(C)(C)C.Br[C:7]1[CH:8]=[C:9]2[C:13](=[CH:14][CH:15]=1)[N:12]([Si:16]([CH:23]([CH3:25])[CH3:24])([CH:20]([CH3:22])[CH3:21])[CH:17]([CH3:19])[CH3:18])[CH:11]=[CH:10]2.[C:26]([O:30][C:31]([N:33]1[CH2:37][CH2:36][CH:35]([C:38](=[O:43])N(OC)C)[CH2:34]1)=[O:32])([CH3:29])([CH3:28])[CH3:27]. Product: [C:26]([O:30][C:31]([N:33]1[CH2:37][CH2:36][CH:35]([C:38]([C:7]2[CH:8]=[C:9]3[C:13](=[CH:14][CH:15]=2)[N:12]([Si:16]([CH:17]([CH3:18])[CH3:19])([CH:20]([CH3:22])[CH3:21])[CH:23]([CH3:24])[CH3:25])[CH:11]=[CH:10]3)=[O:43])[CH2:34]1)=[O:32])([CH3:29])([CH3:28])[CH3:27]. The catalyst class is: 1.